Dataset: Forward reaction prediction with 1.9M reactions from USPTO patents (1976-2016). Task: Predict the product of the given reaction. (1) Given the reactants [CH2:1]([O:8][C:9]1[CH:40]=[CH:39][C:12]([C:13]([O:15][C:16]2[CH:21]=[CH:20][C:19]([CH2:22][N:23]([CH2:34][CH2:35][CH2:36][CH:37]=[O:38])[C:24](=[O:33])[C:25]3[CH:30]=[CH:29][C:28]([O:31][CH3:32])=[CH:27][CH:26]=3)=[CH:18][CH:17]=2)=[O:14])=[CH:11][CH:10]=1)[CH2:2][CH2:3][CH2:4][CH2:5][CH2:6][CH3:7].CC(=CC)C.Cl([O-])=[O:47].[Na+].P([O-])(O)(O)=O.[Na+], predict the reaction product. The product is: [CH2:1]([O:8][C:9]1[CH:40]=[CH:39][C:12]([C:13]([O:15][C:16]2[CH:21]=[CH:20][C:19]([CH2:22][N:23]([CH2:34][CH2:35][CH2:36][C:37]([OH:47])=[O:38])[C:24](=[O:33])[C:25]3[CH:26]=[CH:27][C:28]([O:31][CH3:32])=[CH:29][CH:30]=3)=[CH:18][CH:17]=2)=[O:14])=[CH:11][CH:10]=1)[CH2:2][CH2:3][CH2:4][CH2:5][CH2:6][CH3:7]. (2) Given the reactants [NH:1]1[CH2:6][CH2:5][O:4][CH2:3][CH2:2]1.[C:7]([O:11][C:12](=[O:23])[NH:13][CH2:14][C:15]1[CH:20]=[CH:19][CH:18]=[C:17]([CH2:21]Cl)[CH:16]=1)([CH3:10])([CH3:9])[CH3:8], predict the reaction product. The product is: [C:7]([O:11][C:12]([NH:13][CH2:14][C:15]1[CH:20]=[CH:19][CH:18]=[C:17]([CH2:21][N:1]2[CH2:6][CH2:5][O:4][CH2:3][CH2:2]2)[CH:16]=1)=[O:23])([CH3:10])([CH3:9])[CH3:8]. (3) Given the reactants [O:1]=[C:2]1[C:10]2[C:5](=[CH:6][CH:7]=[CH:8][CH:9]=2)[C:4](=[O:11])[N:3]1[C@@H:12]([CH2:16][CH:17]=[CH2:18])[C:13]([OH:15])=O.CCN=C=NCCCN(C)C.Cl.[CH:31]1([CH2:34][NH:35][CH:36]([C:39]2[CH:44]=[CH:43][CH:42]=[CH:41][CH:40]=2)[CH:37]=[CH2:38])[CH2:33][CH2:32]1, predict the reaction product. The product is: [CH:31]1([CH2:34][N:35]([CH:36]([C:39]2[CH:40]=[CH:41][CH:42]=[CH:43][CH:44]=2)[CH:37]=[CH2:38])[C:13](=[O:15])[CH:12]([N:3]2[C:4](=[O:11])[C:5]3[C:10](=[CH:9][CH:8]=[CH:7][CH:6]=3)[C:2]2=[O:1])[CH2:16][CH:17]=[CH2:18])[CH2:33][CH2:32]1. (4) Given the reactants Br[C:2]1[CH:7]=[CH:6][C:5]([C:8]2[N:9]=[CH:10][C:11]([NH2:14])=[N:12][CH:13]=2)=[C:4]([F:15])[CH:3]=1.[O:16]1[CH2:21][CH2:20][N:19]([S:22]([C:25]2[CH:30]=[CH:29][CH:28]=[CH:27][C:26]=2B(O)O)(=[O:24])=[O:23])[CH2:18][CH2:17]1, predict the reaction product. The product is: [F:15][C:4]1[CH:3]=[C:2]([C:26]2[CH:27]=[CH:28][CH:29]=[CH:30][C:25]=2[S:22]([N:19]2[CH2:20][CH2:21][O:16][CH2:17][CH2:18]2)(=[O:23])=[O:24])[CH:7]=[CH:6][C:5]=1[C:8]1[N:9]=[CH:10][C:11]([NH2:14])=[N:12][CH:13]=1.